From a dataset of Reaction yield outcomes from USPTO patents with 853,638 reactions. Predict the reaction yield, written as a fraction of the theoretical maximum amount of product (1.0 means a 100% yield; for example, 0.34 means a 34% yield). (1) The reactants are C[N:2](C)/[CH:3]=[CH:4]/[C:5]([C:7]1[C:12](=[O:13])[CH:11]=[CH:10][N:9]([C:14]2[CH:19]=[CH:18][CH:17]=[CH:16][CH:15]=2)[N:8]=1)=O.[F:21][C:22]1[CH:27]=[CH:26][C:25]([F:28])=[CH:24][C:23]=1[NH:29]N. No catalyst specified. The product is [F:21][C:22]1[CH:27]=[CH:26][C:25]([F:28])=[CH:24][C:23]=1[N:29]1[C:5]([C:7]2[C:12](=[O:13])[CH:11]=[CH:10][N:9]([C:14]3[CH:19]=[CH:18][CH:17]=[CH:16][CH:15]=3)[N:8]=2)=[CH:4][CH:3]=[N:2]1. The yield is 0.240. (2) The reactants are [F:1][C:2]1[CH:3]=[C:4]([CH:7]=[CH:8][C:9]=1F)[C:5]#[N:6].C(=O)(O)[O-].[Na+].[CH3:16][CH2:17][C@@H:18]([NH2:21])[CH2:19][OH:20]. The catalyst is CN(C)C=O. The product is [F:1][C:2]1[CH:3]=[C:4]([CH:7]=[CH:8][C:9]=1[NH:21][CH:18]([CH2:19][OH:20])[CH2:17][CH3:16])[C:5]#[N:6]. The yield is 0.330. (3) The reactants are [Cl:1][C:2]1[CH:10]=[C:9]2[C:5]([CH:6]=[CH:7][NH:8]2)=[CH:4][CH:3]=1.[F:11][C:12]([F:23])([F:22])[C:13](O[C:13](=[O:14])[C:12]([F:23])([F:22])[F:11])=[O:14].O. The catalyst is O1CCCC1. The product is [Cl:1][C:2]1[CH:10]=[C:9]2[C:5]([C:6]([C:13](=[O:14])[C:12]([F:23])([F:22])[F:11])=[CH:7][NH:8]2)=[CH:4][CH:3]=1. The yield is 0.930. (4) The reactants are [NH4+:1].C([O-])(=O)C.ClC(Cl)(Cl)[C:8]([NH:10][C:11]1[CH:16]=[CH:15][C:14]([C:17](=[O:25])[C:18]2[CH:23]=[CH:22][C:21]([F:24])=[CH:20][CH:19]=2)=[CH:13][C:12]=1[C:26](=O)[C:27]1[CH:32]=[CH:31][CH:30]=[C:29]([Cl:33])[CH:28]=1)=[O:9].O. The catalyst is CS(C)=O. The product is [Cl:33][C:29]1[CH:28]=[C:27]([C:26]2[C:12]3[C:11](=[CH:16][CH:15]=[C:14]([C:17](=[O:25])[C:18]4[CH:23]=[CH:22][C:21]([F:24])=[CH:20][CH:19]=4)[CH:13]=3)[NH:10][C:8](=[O:9])[N:1]=2)[CH:32]=[CH:31][CH:30]=1. The yield is 0.720. (5) The reactants are C(OC(=O)[NH:7][CH:8]([C:10](=[S:12])[NH2:11])[CH3:9])(C)(C)C.Br[CH2:15][C:16](=O)[C:17]([O:19][CH2:20][CH3:21])=[O:18]. The catalyst is C(O)C. The product is [CH2:20]([O:19][C:17]([C:16]1[N:11]=[C:10]([CH:8]([NH2:7])[CH3:9])[S:12][CH:15]=1)=[O:18])[CH3:21]. The yield is 0.150. (6) The reactants are CC(C)([O-])C.[K+].[CH2:7]([N:14]1[CH2:19][CH2:18][N:17]([C:20]2[N:25]=[C:24]([N:26]([CH3:28])[CH3:27])[CH:23]=[C:22](Cl)[N:21]=2)[CH2:16][CH2:15]1)[C:8]1[CH:13]=[CH:12][CH:11]=[CH:10][CH:9]=1.[Cl:30][C:31]1[CH:32]=[C:33]([CH:35]=[CH:36][C:37]=1[Cl:38])[NH2:34].C1(P(C2C=CC=CC=2)C2C=CC3C(=CC=CC=3)C=2C2C3C(=CC=CC=3)C=CC=2P(C2C=CC=CC=2)C2C=CC=CC=2)C=CC=CC=1. The catalyst is O1CCOCC1. The product is [CH2:7]([N:14]1[CH2:19][CH2:18][N:17]([C:20]2[N:21]=[C:22]([NH:34][C:33]3[CH:35]=[CH:36][C:37]([Cl:38])=[C:31]([Cl:30])[CH:32]=3)[CH:23]=[C:24]([N:26]([CH3:28])[CH3:27])[N:25]=2)[CH2:16][CH2:15]1)[C:8]1[CH:13]=[CH:12][CH:11]=[CH:10][CH:9]=1. The yield is 0.650. (7) The reactants are [CH2:1]1[C@H:8]2[NH:9][C@H:3]([CH2:4][C:5]([CH2:7]2)=[O:6])[CH2:2]1.Cl[C:11]1[N:16]=[CH:15][C:14]([B:17]([OH:19])[OH:18])=[CH:13][N:12]=1. No catalyst specified. The product is [O:6]=[C:5]1[CH2:4][CH:3]2[N:9]([C:11]3[N:16]=[CH:15][C:14]([B:17]([OH:19])[OH:18])=[CH:13][N:12]=3)[CH:8]([CH2:1][CH2:2]2)[CH2:7]1. The yield is 0.480. (8) The reactants are CO.[C:3]([O:7][C:8]([NH:10][CH2:11][CH2:12][CH2:13][CH2:14][CH2:15][O:16][C:17]1[CH:26]=[C:25]([F:27])[CH:24]=[CH:23][C:18]=1[C:19]([O:21]C)=[O:20])=[O:9])([CH3:6])([CH3:5])[CH3:4].O[Li].O. The catalyst is O. The product is [C:3]([O:7][C:8]([NH:10][CH2:11][CH2:12][CH2:13][CH2:14][CH2:15][O:16][C:17]1[CH:26]=[C:25]([F:27])[CH:24]=[CH:23][C:18]=1[C:19]([OH:21])=[O:20])=[O:9])([CH3:6])([CH3:4])[CH3:5]. The yield is 0.750. (9) The reactants are [C:1]1([C:7]2[N:8]=[N:9][CH:10]=[C:11]([C:20]3[CH:25]=[CH:24][CH:23]=[CH:22][CH:21]=3)[C:12]=2[C:13]2[O:14][CH:15]=[C:16]([CH:18]=[CH2:19])[N:17]=2)[CH:6]=[CH:5][CH:4]=[CH:3][CH:2]=1.[CH3:26]O. The catalyst is [Pd]. The product is [C:1]1([C:7]2[N:8]=[N:9][CH:10]=[C:11]([C:20]3[CH:21]=[CH:22][CH:23]=[CH:24][CH:25]=3)[C:12]=2[C:13]2[O:14][CH:15]=[C:16]([CH:18]([CH3:26])[CH3:19])[N:17]=2)[CH:6]=[CH:5][CH:4]=[CH:3][CH:2]=1. The yield is 0.950. (10) The catalyst is ClCCCl. The product is [C:1]([NH:4][C:5]1[CH:14]=[C:13]([NH:15][CH2:25][CH2:24][N:23]([C:21]([O:20][C:16]([CH3:17])([CH3:19])[CH3:18])=[O:22])[CH3:27])[CH:12]=[CH:11][C:6]=1[C:7]([O:9][CH3:10])=[O:8])(=[O:3])[CH3:2]. The yield is 0.860. The reactants are [C:1]([NH:4][C:5]1[CH:14]=[C:13]([NH2:15])[CH:12]=[CH:11][C:6]=1[C:7]([O:9][CH3:10])=[O:8])(=[O:3])[CH3:2].[C:16]([O:20][C:21]([N:23]([CH3:27])[CH2:24][CH:25]=O)=[O:22])([CH3:19])([CH3:18])[CH3:17].[BH-](OC(C)=O)(OC(C)=O)OC(C)=O.[Na+].C([O-])(O)=O.[Na+].